This data is from Catalyst prediction with 721,799 reactions and 888 catalyst types from USPTO. The task is: Predict which catalyst facilitates the given reaction. (1) Reactant: [F:1][C:2]([F:33])([F:32])[C:3]1[CH:4]=[C:5]([CH:25]=[C:26]([C:28]([F:31])([F:30])[F:29])[CH:27]=1)[CH2:6][NH:7][C:8]1[N:13]=[CH:12][C:11]([O:14][CH2:15][CH2:16][CH2:17][C:18]([O:20][C:21]([CH3:24])([CH3:23])[CH3:22])=[O:19])=[CH:10][N:9]=1.[CH2:34]([O:41][C:42]1[CH:47]=[CH:46][C:45]([C:48]2[CH:53]=[C:52]([CH:54]([CH3:56])[CH3:55])[CH:51]=[CH:50][C:49]=2[O:57][CH3:58])=[C:44]([CH2:59]Cl)[CH:43]=1)[C:35]1[CH:40]=[CH:39][CH:38]=[CH:37][CH:36]=1.[H-].[Na+].[Cl-].[NH4+]. Product: [CH2:34]([O:41][C:42]1[CH:47]=[CH:46][C:45]([C:48]2[CH:53]=[C:52]([CH:54]([CH3:56])[CH3:55])[CH:51]=[CH:50][C:49]=2[O:57][CH3:58])=[C:44]([CH2:59][N:7]([CH2:6][C:5]2[CH:25]=[C:26]([C:28]([F:29])([F:30])[F:31])[CH:27]=[C:3]([C:2]([F:1])([F:32])[F:33])[CH:4]=2)[C:8]2[N:9]=[CH:10][C:11]([O:14][CH2:15][CH2:16][CH2:17][C:18]([O:20][C:21]([CH3:24])([CH3:23])[CH3:22])=[O:19])=[CH:12][N:13]=2)[CH:43]=1)[C:35]1[CH:36]=[CH:37][CH:38]=[CH:39][CH:40]=1. The catalyst class is: 42. (2) Reactant: [F:1][CH:2]([F:19])[C@@H:3]1[NH:6][C:5](=[O:7])[C@@H:4]1[O:8][Si:9]([CH:16]([CH3:18])[CH3:17])([CH:13]([CH3:15])[CH3:14])[CH:10]([CH3:12])[CH3:11].C([N:23](CC)C(C)C)(C)C.[C:29](Cl)(=[O:34])[O:30][CH:31]([CH3:33])[CH3:32].C(OCC)(=O)C. Product: [F:19][CH:2]([F:1])[C@@H:3]1[N:6]([NH:23][C:29]([O:30][CH:31]([CH3:33])[CH3:32])=[O:34])[C:5](=[O:7])[C@@H:4]1[O:8][Si:9]([CH:13]([CH3:15])[CH3:14])([CH:16]([CH3:18])[CH3:17])[CH:10]([CH3:11])[CH3:12]. The catalyst class is: 112.